Dataset: Forward reaction prediction with 1.9M reactions from USPTO patents (1976-2016). Task: Predict the product of the given reaction. (1) Given the reactants [F:1][C:2]1C(F)=[CH:6][CH:5]=[CH:4][C:3]=1[C@@:9]1([NH:37][C:38]([NH:40][C:41](=[O:48])[C:42]2[CH:47]=[CH:46][CH:45]=[CH:44][CH:43]=2)=[S:39])[C@H:13]([CH2:14]O)[C@@H:12]([CH2:16][O:17][C:18]([C:31]2[CH:36]=[CH:35][CH:34]=[CH:33][CH:32]=2)([C:25]2[CH:30]=[CH:29][CH:28]=[CH:27][CH:26]=2)[C:19]2[CH:24]=[CH:23][CH:22]=[CH:21][CH:20]=2)[O:11][CH2:10]1.N1C=CC=CC=1.F[C:56]([F:69])(F)S(OS(C(F)(F)F)(=O)=O)(=O)=O, predict the reaction product. The product is: [F:1][C:2]1[C:56]([F:69])=[CH:6][CH:5]=[CH:4][C:3]=1[C@:9]12[CH2:10][O:11][C@H:12]([CH2:16][O:17][C:18]([C:19]3[CH:20]=[CH:21][CH:22]=[CH:23][CH:24]=3)([C:31]3[CH:36]=[CH:35][CH:34]=[CH:33][CH:32]=3)[C:25]3[CH:26]=[CH:27][CH:28]=[CH:29][CH:30]=3)[C@H:13]1[CH2:14][S:39][C:38]([NH:40][C:41](=[O:48])[C:42]1[CH:47]=[CH:46][CH:45]=[CH:44][CH:43]=1)=[N:37]2. (2) Given the reactants C(C1C=CC(C(Cl)=O)=CC=1)CCC.[CH3:14][O:15][C:16]1[CH:17]=[C:18]2[C:23](=[CH:24][C:25]=1[O:26][CH3:27])[N:22]=[CH:21][CH:20]=[C:19]2[O:28][C:29]1[CH:35]=[CH:34][C:32]([NH2:33])=[CH:31][C:30]=1[F:36].[CH2:37]([C:41]1[CH:46]=[CH:45][C:44]([C:47]([N:49]=[C:50]=[S:51])=[O:48])=[CH:43][CH:42]=1)[CH2:38][CH2:39][CH3:40], predict the reaction product. The product is: [CH2:37]([C:41]1[CH:46]=[CH:45][C:44]([C:47]([N:49]=[C:50]=[S:51])=[O:48])=[CH:43][CH:42]=1)[CH2:38][CH2:39][CH3:40].[CH2:37]([C:41]1[CH:46]=[CH:45][C:44]([C:47]([NH:49][C:50]([NH:33][C:32]2[CH:34]=[CH:35][C:29]([O:28][C:19]3[C:18]4[C:23](=[CH:24][C:25]([O:26][CH3:27])=[C:16]([O:15][CH3:14])[CH:17]=4)[N:22]=[CH:21][CH:20]=3)=[C:30]([F:36])[CH:31]=2)=[S:51])=[O:48])=[CH:43][CH:42]=1)[CH2:38][CH2:39][CH3:40]. (3) Given the reactants [Cl:1][C:2]1[CH:3]=[CH:4][C:5]([O:25][CH3:26])=[C:6]([NH:8][C:9](NC2C=C3C(=CC=2)N(CCC)NC3=O)=[O:10])[CH:7]=1.C(N1C2C(=CC([N+]([O-])=O)=CC=2)C(=O)N1)C=C, predict the reaction product. The product is: [Cl:1][C:2]1[CH:3]=[CH:4][C:5]([O:25][CH3:26])=[C:6]([N:8]=[C:9]=[O:10])[CH:7]=1.